This data is from Catalyst prediction with 721,799 reactions and 888 catalyst types from USPTO. The task is: Predict which catalyst facilitates the given reaction. (1) Reactant: Cl[C:2]1[CH:3]=[CH:4][C:5]2[NH:10][C:9](=[O:11])[CH2:8][N:7]([C:12]([NH:14][CH:15]([C:18]3[CH:23]=[CH:22][C:21]([O:24][C:25]([F:28])([F:27])[F:26])=[CH:20][CH:19]=3)[CH2:16][CH3:17])=[O:13])[C:6]=2[N:29]=1.[CH:30](B1OC(C)(C)C(C)(C)O1)=[CH2:31].COCCOC.C(=O)([O-])[O-].[Cs+].[Cs+]. The catalyst class is: 6. Product: [O:11]=[C:9]1[CH2:8][N:7]([C:12]([NH:14][CH:15]([C:18]2[CH:23]=[CH:22][C:21]([O:24][C:25]([F:28])([F:27])[F:26])=[CH:20][CH:19]=2)[CH2:16][CH3:17])=[O:13])[C:6]2[N:29]=[C:2]([CH:30]=[CH2:31])[CH:3]=[CH:4][C:5]=2[NH:10]1. (2) Reactant: [NH2:1][C:2]1[CH:9]=[C:8]([Cl:10])[C:7]([CH2:11][CH2:12][CH3:13])=[CH:6][C:3]=1[C:4]#[N:5].C1C(=O)N([Br:21])C(=O)C1. Product: [NH2:1][C:2]1[C:9]([Br:21])=[C:8]([Cl:10])[C:7]([CH2:11][CH2:12][CH3:13])=[CH:6][C:3]=1[C:4]#[N:5]. The catalyst class is: 52. (3) Reactant: [Br:1][C:2]1[CH:10]=[C:9]2[C:5]([C:6]([CH3:11])=[CH:7][NH:8]2)=[CH:4][CH:3]=1.[H-].[Na+].[CH3:14][O:15][C:16]1[C:25]2[C:20](=[CH:21][CH:22]=[CH:23][CH:24]=2)[C:19]([S:26](Cl)(=[O:28])=[O:27])=[CH:18][C:17]=1[N:30]1[CH2:35][CH2:34][N:33]([C:36](=[O:41])[C:37]([Cl:40])([Cl:39])[Cl:38])[CH2:32][CH2:31]1. Product: [Br:1][C:2]1[CH:10]=[C:9]2[C:5]([C:6]([CH3:11])=[CH:7][N:8]2[S:26]([C:19]2[C:20]3[C:25](=[CH:24][CH:23]=[CH:22][CH:21]=3)[C:16]([O:15][CH3:14])=[C:17]([N:30]3[CH2:35][CH2:34][N:33]([C:36](=[O:41])[C:37]([Cl:40])([Cl:38])[Cl:39])[CH2:32][CH2:31]3)[CH:18]=2)(=[O:27])=[O:28])=[CH:4][CH:3]=1. The catalyst class is: 1. (4) Reactant: [Cl:1][C:2]1[CH:7]=[CH:6][C:5]([C@@H:8]2[O:14][CH2:13][CH2:12][N:11]([C:15]([O:17][C:18]([CH3:21])([CH3:20])[CH3:19])=[O:16])[CH2:10][C@H:9]2[CH2:22][OH:23])=[CH:4][C:3]=1[F:24].C(N(CC)CC)C.[CH3:32][S:33](Cl)(=[O:35])=[O:34]. Product: [Cl:1][C:2]1[CH:7]=[CH:6][C:5]([C@@H:8]2[O:14][CH2:13][CH2:12][N:11]([C:15]([O:17][C:18]([CH3:20])([CH3:19])[CH3:21])=[O:16])[CH2:10][C@H:9]2[CH2:22][O:23][S:33]([CH3:32])(=[O:35])=[O:34])=[CH:4][C:3]=1[F:24]. The catalyst class is: 1. (5) Reactant: [CH3:1][O:2][C:3](=[O:25])/[C:4](/[C:12]1[CH:17]=[CH:16][C:15]([N:18]2[C:22]([CH3:23])=[N:21][N:20]=[N:19]2)=[C:14]([Cl:24])[CH:13]=1)=[CH:5]/[CH:6]1[CH2:11][CH2:10][CH2:9][CH2:8][CH2:7]1.[BH4-].[Na+]. Product: [CH3:1][O:2][C:3](=[O:25])[CH:4]([C:12]1[CH:17]=[CH:16][C:15]([N:18]2[C:22]([CH3:23])=[N:21][N:20]=[N:19]2)=[C:14]([Cl:24])[CH:13]=1)[CH2:5][CH:6]1[CH2:7][CH2:8][CH2:9][CH2:10][CH2:11]1. The catalyst class is: 652.